From a dataset of Forward reaction prediction with 1.9M reactions from USPTO patents (1976-2016). Predict the product of the given reaction. (1) Given the reactants [CH3:1][CH2:2][CH2:3][CH:4]1[O:24][C@:23]2([C:25]([CH2:27][OH:28])=[O:26])[C@@H:6]([CH2:7][C@@H:8]3[C@:22]2([CH3:29])[CH2:21][C@H:20]([OH:30])[C@H:19]2[C@H:9]3[CH2:10][CH2:11][C:12]3[C@:18]2([CH3:31])[CH:17]=[CH:16][C:14](=[O:15])[CH:13]=3)[O:5]1.[CH2:32]([N:36]=[C:37]=[O:38])[CH2:33][CH2:34][CH3:35].[OH2:39], predict the reaction product. The product is: [CH3:1][CH2:2][CH2:3][CH:4]1[O:24][C@:23]2([C:25]([CH2:27][OH:28])=[O:26])[C@@H:6]([CH2:7][C@@H:8]3[C@:22]2([CH3:29])[CH2:21][C@H:20]([OH:30])[C@H:19]2[C@H:9]3[CH2:10][CH2:11][C:12]3[C@:18]2([CH3:31])[CH:17]=[CH:16][C:14](=[O:15])[CH:13]=3)[O:5]1.[CH2:32]([NH:36][C:37](=[O:38])[O-:39])[CH2:33][CH2:34][CH3:35]. (2) Given the reactants C([N:4]1[CH2:9][C:8](=[O:10])[NH:7][C:6](=[CH:11][C:12]2[CH:17]=[CH:16][C:15]([O:18][CH2:19][C:20]3[CH:25]=[CH:24][CH:23]=[CH:22][CH:21]=3)=[CH:14][N:13]=2)[C:5]1=[O:26])(=O)C.[CH:27](=O)[C:28]1[CH:33]=[CH:32][CH:31]=[CH:30][CH:29]=1.[CH2:35](N(CC)CC)C, predict the reaction product. The product is: [CH2:19]([O:18][C:15]1[CH:16]=[CH:17][C:12]([CH:11]=[C:6]2[NH:7][C:8](=[O:10])[C:9](=[CH:35][CH2:27][C:28]3[CH:33]=[CH:32][CH:31]=[CH:30][CH:29]=3)[NH:4][C:5]2=[O:26])=[N:13][CH:14]=1)[C:20]1[CH:21]=[CH:22][CH:23]=[CH:24][CH:25]=1. (3) Given the reactants [Cl:1][C:2]1[CH:7]=[CH:6][CH:5]=[CH:4][C:3]=1[C:8]1[NH:12][N:11]=[N:10][N:9]=1.[NH3:13], predict the reaction product. The product is: [Cl:1][C:2]1[CH:7]=[CH:6][CH:5]=[CH:4][C:3]=1[C:8]1[N:12]([CH2:8][C:3]2[CH:4]=[CH:5][N:13]=[CH:7][CH:2]=2)[N:11]=[N:10][N:9]=1. (4) Given the reactants [NH:1]1[CH2:6][CH2:5][O:4][CH2:3][CH2:2]1.[NH2:7][C:8]1[N:12]([C:13]2[CH:18]=[CH:17][C:16]([F:19])=[CH:15][CH:14]=2)[N:11]=[CH:10][C:9]=1[C:20](=[O:31])[C:21]1[CH:26]=[CH:25][CH:24]=[C:23]([C:27](=[O:30])[CH2:28]Br)[CH:22]=1, predict the reaction product. The product is: [NH2:7][C:8]1[N:12]([C:13]2[CH:18]=[CH:17][C:16]([F:19])=[CH:15][CH:14]=2)[N:11]=[CH:10][C:9]=1[C:20](=[O:31])[C:21]1[CH:26]=[CH:25][CH:24]=[C:23]([C:27]([CH2:28][N:1]2[CH2:6][CH2:5][O:4][CH2:3][CH2:2]2)=[O:30])[CH:22]=1. (5) Given the reactants [NH2:1][C:2]1[C:7]([NH2:8])=[CH:6][CH:5]=[C:4]([CH3:9])[N:3]=1.[C:10]([CH2:12][C:13](OCC)=O)#[N:11], predict the reaction product. The product is: [CH3:9][C:4]1[N:3]=[C:2]2[N:1]=[C:13]([CH2:12][C:10]#[N:11])[NH:8][C:7]2=[CH:6][CH:5]=1. (6) Given the reactants Cl[CH2:2][C:3]([NH:5][C:6]1[CH:11]=[CH:10][C:9]([O:12][C:13]([F:16])([F:15])[F:14])=[CH:8][C:7]=1[C:17]1[NH:18][N:19]=[CH:20][N:21]=1)=[O:4].[OH-].[Na+].[Cl-].[NH4+], predict the reaction product. The product is: [F:14][C:13]([F:16])([F:15])[O:12][C:9]1[CH:10]=[CH:11][C:6]2[NH:5][C:3](=[O:4])[CH2:2][N:18]3[C:17](=[N:21][CH:20]=[N:19]3)[C:7]=2[CH:8]=1. (7) Given the reactants [CH:1]([C:3]1[CH:12]=[CH:11][CH:10]=[CH:9][C:4]=1[C:5]([O:7]C)=O)=O.C(O)(=O)C.C(O[BH-](OC(=O)C)OC(=O)C)(=O)C.[Na+].[NH2:31][CH2:32][CH2:33][C:34]1([CH2:40][CH2:41][N:42]2[CH2:47][CH2:46][CH:45]([N:48]([C:56]3[CH:61]=[CH:60][C:59]([CH3:62])=[CH:58][CH:57]=3)[C:49]([C:51]3[O:52][CH:53]=[CH:54][CH:55]=3)=[O:50])[CH2:44][CH2:43]2)[CH2:39][CH2:38][CH2:37][CH2:36][CH2:35]1, predict the reaction product. The product is: [O:7]=[C:5]1[C:4]2[C:3](=[CH:12][CH:11]=[CH:10][CH:9]=2)[CH2:1][N:31]1[CH2:32][CH2:33][C:34]1([CH2:40][CH2:41][N:42]2[CH2:47][CH2:46][CH:45]([N:48]([C:56]3[CH:57]=[CH:58][C:59]([CH3:62])=[CH:60][CH:61]=3)[C:49]([C:51]3[O:52][CH:53]=[CH:54][CH:55]=3)=[O:50])[CH2:44][CH2:43]2)[CH2:39][CH2:38][CH2:37][CH2:36][CH2:35]1. (8) Given the reactants [I-].[CH3:2][P+](C1C=CC=CC=1)(C1C=CC=CC=1)C1C=CC=CC=1.[Li]CCCC.CCCCCC.[CH3:33][C:34]1[N:43]=[C:42]2[C:37]([C:38](=O)[CH2:39][CH2:40][N:41]2[C:44]([O:46][C:47]([CH3:50])([CH3:49])[CH3:48])=[O:45])=[CH:36][CH:35]=1, predict the reaction product. The product is: [CH3:33][C:34]1[N:43]=[C:42]2[C:37]([C:38](=[CH2:2])[CH2:39][CH2:40][N:41]2[C:44]([O:46][C:47]([CH3:50])([CH3:49])[CH3:48])=[O:45])=[CH:36][CH:35]=1.